Dataset: Full USPTO retrosynthesis dataset with 1.9M reactions from patents (1976-2016). Task: Predict the reactants needed to synthesize the given product. (1) The reactants are: [Cl:1][C:2]1[CH:23]=[CH:22][C:5]([CH2:6][NH:7][C:8]([C:10]2[N:11]=[N:12][C:13]3[C:18]([C:19]=2[OH:20])=[CH:17][C:16](I)=[CH:15][CH:14]=3)=[O:9])=[CH:4][CH:3]=1.CCN(CC)CC.[CH3:31][OH:32].Cl.CN([CH:37]=[O:38])C. Given the product [Cl:1][C:2]1[CH:23]=[CH:22][C:5]([CH2:6][NH:7][C:8]([C:10]2[N:11]=[N:12][C:13]3[C:18]([C:19]=2[OH:20])=[CH:17][C:16]([C:31]([O:38][CH3:37])=[O:32])=[CH:15][CH:14]=3)=[O:9])=[CH:4][CH:3]=1, predict the reactants needed to synthesize it. (2) Given the product [C:3]([C:7]1[CH:8]=[C:9]([NH:13][C:14]([NH:16][C:17]2[CH:22]=[CH:21][C:20]([CH2:23][N:24]3[CH2:29][CH2:28][N:27]([C:42](=[O:43])[C:41]4[C:40]([Cl:39])=[CH:48][CH:47]=[CH:46][C:45]=4[Cl:49])[CH2:26][CH2:25]3)=[CH:19][CH:18]=2)=[O:15])[N:10]([CH3:12])[N:11]=1)([CH3:6])([CH3:4])[CH3:5], predict the reactants needed to synthesize it. The reactants are: Cl.Cl.[C:3]([C:7]1[CH:8]=[C:9]([NH:13][C:14]([NH:16][C:17]2[CH:22]=[CH:21][C:20]([CH2:23][N:24]3[CH2:29][CH2:28][NH:27][CH2:26][CH2:25]3)=[CH:19][CH:18]=2)=[O:15])[N:10]([CH3:12])[N:11]=1)([CH3:6])([CH3:5])[CH3:4].CCN(C(C)C)C(C)C.[Cl:39][C:40]1[CH:48]=[CH:47][CH:46]=[C:45]([Cl:49])[C:41]=1[C:42](Cl)=[O:43].O. (3) Given the product [O:2]1[C:10]2[C:9]([CH2:11][OH:12])=[CH:8][N:7]=[CH:6][C:5]=2[CH:4]=[CH:3]1, predict the reactants needed to synthesize it. The reactants are: B.[O:2]1[C:10]2[C:9]([C:11](O)=[O:12])=[CH:8][N:7]=[CH:6][C:5]=2[CH:4]=[CH:3]1. (4) Given the product [C:1]12([C:11]3[CH:12]=[C:13]([C:27]4[CH:28]=[CH:29][C:24]([CH:22]=[O:23])=[CH:25][CH:26]=4)[CH:14]=[CH:15][C:16]=3[O:17][CH2:18][O:19][CH3:20])[CH2:10][CH:5]3[CH2:6][CH:7]([CH2:9][CH:3]([CH2:4]3)[CH2:2]1)[CH2:8]2, predict the reactants needed to synthesize it. The reactants are: [C:1]12([C:11]3[CH:12]=[C:13](Br)[CH:14]=[CH:15][C:16]=3[O:17][CH2:18][O:19][CH3:20])[CH2:10][CH:5]3[CH2:6][CH:7]([CH2:9][CH:3]([CH2:4]3)[CH2:2]1)[CH2:8]2.[CH:22]([C:24]1[CH:29]=[CH:28][C:27](B(O)O)=[CH:26][CH:25]=1)=[O:23].C(=O)([O-])[O-].[K+].[K+]. (5) The reactants are: O=[CH:2][CH2:3][NH:4][C:5]([C:7]1[CH:16]=[CH:15][C:14]2[C:9](=[CH:10][CH:11]=[CH:12][CH:13]=2)[CH:8]=1)=[O:6].[CH2:17]([NH:20][CH:21]1[CH2:29][CH2:28][C:24]2[N:25]=[CH:26][S:27][C:23]=2[CH2:22]1)[CH2:18]C. Given the product [CH2:17]([N:20]([CH:21]1[CH2:29][CH2:28][C:24]2[N:25]=[CH:26][S:27][C:23]=2[CH2:22]1)[CH2:2][CH2:3][NH:4][C:5]([C:7]1[CH:16]=[CH:15][C:14]2[C:9](=[CH:10][CH:11]=[CH:12][CH:13]=2)[CH:8]=1)=[O:6])[CH3:18], predict the reactants needed to synthesize it. (6) Given the product [Br:1][C:2]1[CH:29]=[N:28][C:5]2[N:6]=[C:7]([N:15]3[CH2:18][CH:17]([N:19]([CH3:27])[C:20](=[O:26])[O:21][C:22]([CH3:24])([CH3:23])[CH3:25])[CH2:16]3)[C:8]3[N:9]([CH2:12][C@H:11]([CH3:14])[N:10]=3)[C:4]=2[CH:3]=1, predict the reactants needed to synthesize it. The reactants are: [Br:1][C:2]1[CH:29]=[N:28][C:5]2=[N:6][C:7]([N:15]3[CH2:18][CH:17]([N:19]([CH3:27])[C:20](=[O:26])[O:21][C:22]([CH3:25])([CH3:24])[CH3:23])[CH2:16]3)=[C:8]([NH:10][C@@H:11]([CH3:14])[CH2:12]O)[N:9]=[C:4]2[CH:3]=1.CS(Cl)(=O)=O. (7) Given the product [CH2:1]([O:8][C:9]([N:11]1[CH2:15][CH2:14][CH2:13][C@H:12]1[CH2:16][C:17]([O:19][CH2:21][C:22](=[O:23])[C:24]1[CH:29]=[CH:28][CH:27]=[CH:26][CH:25]=1)=[O:18])=[O:10])[C:2]1[CH:3]=[CH:4][CH:5]=[CH:6][CH:7]=1, predict the reactants needed to synthesize it. The reactants are: [CH2:1]([O:8][C:9]([N:11]1[CH2:15][CH2:14][CH2:13][C@H:12]1[CH2:16][C:17]([OH:19])=[O:18])=[O:10])[C:2]1[CH:7]=[CH:6][CH:5]=[CH:4][CH:3]=1.Br[CH2:21][C:22]([C:24]1[CH:29]=[CH:28][CH:27]=[CH:26][CH:25]=1)=[O:23].